This data is from Reaction yield outcomes from USPTO patents with 853,638 reactions. The task is: Predict the reaction yield, written as a fraction of the theoretical maximum amount of product (1.0 means a 100% yield; for example, 0.34 means a 34% yield). (1) The reactants are [C:1]([C:4]1[CH:9]=[CH:8][C:7]([C:10]2[CH:15]=[CH:14][N:13]([CH2:16][CH2:17][C:18]([CH3:27])([S:23]([CH3:26])(=[O:25])=[O:24])[C:19]([NH:21][OH:22])=[O:20])[C:12](=[O:28])[CH:11]=2)=[CH:6][CH:5]=1)(=O)[CH3:2].Cl.[CH3:30][O:31][NH2:32].C([O-])(=O)C.[Na+]. The catalyst is C(O)C. The product is [OH:22][NH:21][C:19](=[O:20])[C:18]([CH3:27])([S:23]([CH3:26])(=[O:25])=[O:24])[CH2:17][CH2:16][N:13]1[CH:14]=[CH:15][C:10]([C:7]2[CH:8]=[CH:9][C:4](/[C:1](=[N:32]/[O:31][CH3:30])/[CH3:2])=[CH:5][CH:6]=2)=[CH:11][C:12]1=[O:28]. The yield is 0.807. (2) The reactants are [NH2:1][C:2]1[CH:20]=[CH:19][C:5]([O:6][C:7]2[CH:12]=[CH:11][N:10]=[C:9]3[NH:13][N:14]=[C:15]([CH2:16]CO)[C:8]=23)=[C:4]([F:21])[CH:3]=1.FC1C=C[C:26]([N:29]2[C:34](=[O:35])[C:33]([C:36]([OH:38])=O)=[CH:32][CH:31]=N2)=CC=1.[C:39]([O-])(O)=O.[Na+]. No catalyst specified. The product is [F:21][C:4]1[CH:3]=[C:2]([NH:1][C:36]([C:33]2[C:34](=[O:35])[N:29]([CH3:26])[CH:39]=[CH:31][CH:32]=2)=[O:38])[CH:20]=[CH:19][C:5]=1[O:6][C:7]1[CH:12]=[CH:11][N:10]=[C:9]2[NH:13][N:14]=[C:15]([CH3:16])[C:8]=12. The yield is 0.640.